Dataset: Forward reaction prediction with 1.9M reactions from USPTO patents (1976-2016). Task: Predict the product of the given reaction. (1) Given the reactants [CH2:1]([N:8]1[CH:12]=[C:11](Br)[C:10]([CH3:14])=[N:9]1)[C:2]1[CH:7]=[CH:6][CH:5]=[CH:4][CH:3]=1.[CH3:15][C:16]1([CH3:32])[C:20]([CH3:22])([CH3:21])[O:19][B:18]([B:18]2[O:19][C:20]([CH3:22])([CH3:21])[C:16]([CH3:32])([CH3:15])[O:17]2)[O:17]1.CC([O-])=O.[K+], predict the reaction product. The product is: [CH2:1]([N:8]1[CH:12]=[C:11]([B:18]2[O:19][C:20]([CH3:22])([CH3:21])[C:16]([CH3:32])([CH3:15])[O:17]2)[C:10]([CH3:14])=[N:9]1)[C:2]1[CH:7]=[CH:6][CH:5]=[CH:4][CH:3]=1. (2) Given the reactants [Cl:1][C:2]1[CH:10]=[C:9]2[C:5]([C:6](=O)[C:7](=[O:21])[N:8]2[CH:11]([CH2:15][CH:16]2[CH2:20][CH2:19][CH2:18][CH2:17]2)[C:12]([OH:14])=[O:13])=[CH:4][CH:3]=1.O.NN, predict the reaction product. The product is: [Cl:1][C:2]1[CH:10]=[C:9]2[C:5]([CH2:6][C:7](=[O:21])[N:8]2[CH:11]([CH2:15][CH:16]2[CH2:20][CH2:19][CH2:18][CH2:17]2)[C:12]([OH:14])=[O:13])=[CH:4][CH:3]=1.